This data is from Full USPTO retrosynthesis dataset with 1.9M reactions from patents (1976-2016). The task is: Predict the reactants needed to synthesize the given product. (1) Given the product [Br:2][C:3]1[CH:4]=[CH:5][C:6]([F:15])=[C:7]2[C:11]=1[NH:10][CH:9]=[C:8]2[C:12]([O:14][CH3:16])=[O:13], predict the reactants needed to synthesize it. The reactants are: Cl.[Br:2][C:3]1[CH:4]=[CH:5][C:6]([F:15])=[C:7]2[C:11]=1[NH:10][CH:9]=[C:8]2[C:12]([OH:14])=[O:13].[CH3:16]O. (2) Given the product [Cl:1][C:2]1[CH:3]=[C:4]([N+:9]([O-:11])=[O:10])[CH:5]=[CH:6][C:7]=1[N:13]1[CH2:14][CH2:15][C:16]2[C:21](=[CH:20][CH:19]=[CH:18][CH:17]=2)[CH2:12]1, predict the reactants needed to synthesize it. The reactants are: [Cl:1][C:2]1[CH:3]=[C:4]([N+:9]([O-:11])=[O:10])[CH:5]=[CH:6][C:7]=1Cl.[CH2:12]1[C:21]2[C:16](=[CH:17][CH:18]=[CH:19][CH:20]=2)[CH2:15][CH2:14][NH:13]1.C([O-])([O-])=O.[K+].[K+]. (3) Given the product [CH2:1]([N:8]1[CH2:12][CH2:11][C@@H:10]([NH:13][C:14]2[CH:15]=[CH:16][C:17](/[CH:20]=[CH:21]/[C:22]([OH:24])=[O:23])=[CH:18][CH:19]=2)[CH2:9]1)[C:2]1[CH:7]=[CH:6][CH:5]=[CH:4][CH:3]=1, predict the reactants needed to synthesize it. The reactants are: [CH2:1]([N:8]1[CH2:12][CH2:11][C@@H:10]([NH:13][C:14]2[CH:19]=[CH:18][C:17](/[CH:20]=[CH:21]/[C:22]([O:24]CC)=[O:23])=[CH:16][CH:15]=2)[CH2:9]1)[C:2]1[CH:7]=[CH:6][CH:5]=[CH:4][CH:3]=1.[OH-].[Na+].Cl. (4) Given the product [CH3:1][O:2][C:3]1[CH:4]=[CH:5][C:6]([C:9](=[CH:18][OH:19])[C:10]([O:12][CH2:13][CH3:14])=[O:11])=[CH:7][CH:8]=1, predict the reactants needed to synthesize it. The reactants are: [CH3:1][O:2][C:3]1[CH:8]=[CH:7][C:6]([CH2:9][C:10]([O:12][CH2:13][CH3:14])=[O:11])=[CH:5][CH:4]=1.[H-].[Na+].Cl.[CH:18](OCC)=[O:19].